From a dataset of Forward reaction prediction with 1.9M reactions from USPTO patents (1976-2016). Predict the product of the given reaction. (1) Given the reactants [NH:1]1[C:9]2[C:4](=[CH:5][CH:6]=[CH:7][CH:8]=2)[CH:3]=[C:2]1[C:10]1[CH:11]=[CH:12][C:13]([O:19][CH3:20])=[C:14]([N:16]=[C:17]=[S:18])[CH:15]=1.[NH3:21].O1CCCC1, predict the reaction product. The product is: [NH:1]1[C:9]2[C:4](=[CH:5][CH:6]=[CH:7][CH:8]=2)[CH:3]=[C:2]1[C:10]1[CH:11]=[CH:12][C:13]([O:19][CH3:20])=[C:14]([NH:16][C:17]([NH2:21])=[S:18])[CH:15]=1. (2) Given the reactants [C:1]1(=[O:7])[O:6][C:4](=[O:5])[CH2:3][CH2:2]1.[N:8]1([C:13]([CH2:15][N:16]2[CH2:21][CH2:20][NH:19][CH2:18][CH2:17]2)=[O:14])[CH2:12][CH2:11][CH2:10][CH2:9]1, predict the reaction product. The product is: [O:5]=[C:4]([N:19]1[CH2:18][CH2:17][N:16]([CH2:15][C:13](=[O:14])[N:8]2[CH2:9][CH2:10][CH2:11][CH2:12]2)[CH2:21][CH2:20]1)[CH2:3][CH2:2][C:1]([OH:6])=[O:7]. (3) Given the reactants [CH2:1]([O:5][CH2:6][CH2:7][O:8][C:9]1[CH:14]=[CH:13][C:12]([C:15]2[CH:16]=[CH:17][C:18]3[N:24]([CH2:25][CH:26]([CH3:28])[CH3:27])[CH2:23][CH2:22][C:21]([C:29]([NH:31][C:32]4[CH:33]=[CH:34][C:35]([S:38][CH2:39][C:40]5[N:44]([CH2:45][CH2:46][CH3:47])[CH:43]=[N:42][N:41]=5)=[N:36][CH:37]=4)=[O:30])=[CH:20][C:19]=3[CH:48]=2)=[CH:11][CH:10]=1)[CH2:2][CH2:3][CH3:4].ClC1C=CC=C(C(OO)=[O:57])C=1.S([O-])([O-])(=O)=S.[Na+].[Na+], predict the reaction product. The product is: [CH2:1]([O:5][CH2:6][CH2:7][O:8][C:9]1[CH:14]=[CH:13][C:12]([C:15]2[CH:16]=[CH:17][C:18]3[N:24]([CH2:25][CH:26]([CH3:27])[CH3:28])[CH2:23][CH2:22][C:21]([C:29]([NH:31][C:32]4[CH:33]=[CH:34][C:35]([S:38]([CH2:39][C:40]5[N:44]([CH2:45][CH2:46][CH3:47])[CH:43]=[N:42][N:41]=5)=[O:57])=[N:36][CH:37]=4)=[O:30])=[CH:20][C:19]=3[CH:48]=2)=[CH:11][CH:10]=1)[CH2:2][CH2:3][CH3:4]. (4) Given the reactants [NH:1]1[CH2:4][CH2:3][C@H:2]1[C:5]([OH:7])=[O:6].CCN(C(C)C)C(C)C.Cl[C:18]([O:20][CH2:21][C:22]1[CH:27]=[CH:26][CH:25]=[CH:24][CH:23]=1)=[O:19], predict the reaction product. The product is: [CH2:21]([O:20][C:18]([N:1]1[CH2:4][CH2:3][C@H:2]1[C:5]([OH:7])=[O:6])=[O:19])[C:22]1[CH:27]=[CH:26][CH:25]=[CH:24][CH:23]=1. (5) The product is: [Si:1]([O:8][CH2:9][C:10]1[C:11]([N:24]([CH3:23])[C:25]2[CH:26]=[N:27][CH:28]=[CH:29][CH:30]=2)=[N:12][CH:13]=[CH:14][CH:15]=1)([C:4]([CH3:7])([CH3:6])[CH3:5])([CH3:3])[CH3:2]. Given the reactants [Si:1]([O:8][CH2:9][C:10]1[C:11](Cl)=[N:12][CH:13]=[CH:14][CH:15]=1)([C:4]([CH3:7])([CH3:6])[CH3:5])([CH3:3])[CH3:2].CC(C)([O-])C.[Na+].[CH3:23][NH:24][C:25]1[CH:26]=[N:27][CH:28]=[CH:29][CH:30]=1, predict the reaction product. (6) Given the reactants [Cl:1][C:2]1[CH:3]=[C:4]([C:9]2([C:23]([F:26])([F:25])[F:24])[O:13][N:12]=[C:11]([C:14]3[CH:21]=[CH:20][C:17]([CH:18]=O)=[C:16]([CH3:22])[CH:15]=3)[CH2:10]2)[CH:5]=[C:6]([Cl:8])[CH:7]=1.O.[NH2:28][NH2:29], predict the reaction product. The product is: [Cl:1][C:2]1[CH:3]=[C:4]([C:9]2([C:23]([F:26])([F:25])[F:24])[O:13][N:12]=[C:11]([C:14]3[CH:21]=[CH:20][C:17]([CH:18]=[N:28][NH2:29])=[C:16]([CH3:22])[CH:15]=3)[CH2:10]2)[CH:5]=[C:6]([Cl:8])[CH:7]=1.